This data is from Full USPTO retrosynthesis dataset with 1.9M reactions from patents (1976-2016). The task is: Predict the reactants needed to synthesize the given product. (1) The reactants are: Cl.Cl.[NH2:3][C@@H:4]1[CH2:11][C@H:7]2[O:8][CH2:9][CH2:10][C@@:6]2([C:12]([N:14]2[CH2:23][CH2:22][C:21]3[N:20]=[CH:19][C:18]([C:24]([F:27])([F:26])[F:25])=[CH:17][C:16]=3[CH2:15]2)=[O:13])[CH2:5]1.C(O)(=O)C.[BH-](OC(C)=O)(OC(C)=O)OC(C)=O.[Na+].[CH3:46][O:47][C@H:48]1[C:53](=O)[CH2:52][CH2:51][O:50][CH2:49]1. Given the product [CH3:46][O:47][C@H:48]1[C@@H:53]([NH:3][C@@H:4]2[CH2:11][C@H:7]3[O:8][CH2:9][CH2:10][C@@:6]3([C:12]([N:14]3[CH2:23][CH2:22][C:21]4[N:20]=[CH:19][C:18]([C:24]([F:27])([F:26])[F:25])=[CH:17][C:16]=4[CH2:15]3)=[O:13])[CH2:5]2)[CH2:52][CH2:51][O:50][CH2:49]1, predict the reactants needed to synthesize it. (2) The reactants are: Br[C:2]1[CH:10]=[CH:9][CH:8]=[C:7]2[C:3]=1[CH:4]=[CH:5][N:6]2[S:11]([C:14]1[CH:19]=[CH:18][CH:17]=[CH:16][C:15]=1[CH3:20])(=[O:13])=[O:12].[CH3:21][N:22]1[CH2:27][C@@H:26]2[CH2:28][C@H:23]1[CH2:24][NH:25]2. Given the product [CH3:21][N:22]1[CH2:27][C@@H:26]2[CH2:28][C@:23]1([C:2]1[CH:10]=[CH:9][CH:8]=[C:7]3[C:3]=1[CH:4]=[CH:5][N:6]3[S:11]([C:14]1[CH:19]=[CH:18][CH:17]=[CH:16][C:15]=1[CH3:20])(=[O:13])=[O:12])[CH2:24][NH:25]2, predict the reactants needed to synthesize it.